Dataset: Forward reaction prediction with 1.9M reactions from USPTO patents (1976-2016). Task: Predict the product of the given reaction. (1) Given the reactants [C:1]([C:5]1[CH:6]=[C:7]([CH:25]=[O:26])[C:8]2[C:9](=[O:24])[N:10]([C:15]3[CH:20]=[CH:19][CH:18]=[C:17]([Cl:21])[C:16]=3[CH2:22][OH:23])[N:11]=[CH:12][C:13]=2[CH:14]=1)([CH3:4])([CH3:3])[CH3:2].ClC(Cl)C.[BH4-].[Na+].Cl, predict the reaction product. The product is: [C:1]([C:5]1[CH:14]=[C:13]2[C:8](=[C:7]([CH2:25][OH:26])[CH:6]=1)[C:9](=[O:24])[N:10]([C:15]1[CH:20]=[CH:19][CH:18]=[C:17]([Cl:21])[C:16]=1[CH2:22][OH:23])[N:11]=[CH:12]2)([CH3:4])([CH3:2])[CH3:3]. (2) Given the reactants [CH3:1][C:2]1[CH:3]=[CH:4][C:5]([N:8]2[C:15]3[CH:14]4[CH2:16][CH:13]4[CH2:12][C:11]=3[C:10]([C:17](O)=[O:18])=[N:9]2)=[N:6][CH:7]=1.[C:20]1([C:26]([NH2:29])([CH3:28])[CH3:27])[CH:25]=[CH:24][CH:23]=[CH:22][CH:21]=1, predict the reaction product. The product is: [CH3:27][C:26]([NH:29][C:17]([C:10]1[C:11]2[CH2:12][C@H:13]3[CH2:16][C@H:14]3[C:15]=2[N:8]([C:5]2[CH:4]=[CH:3][C:2]([CH3:1])=[CH:7][N:6]=2)[N:9]=1)=[O:18])([C:20]1[CH:25]=[CH:24][CH:23]=[CH:22][CH:21]=1)[CH3:28]. (3) Given the reactants Cl[C:2]1[C:3]2[CH:10]=[CH:9][N:8]([S:11]([CH3:14])(=[O:13])=[O:12])[C:4]=2[N:5]=[CH:6][N:7]=1.C(=O)([O-])[O-].[K+].[K+].[CH2:21]([N:28]1[CH2:33][CH2:32][C@@H:31]([CH3:34])[C@@H:30]([NH:35][CH3:36])[CH2:29]1)[C:22]1[CH:27]=[CH:26][CH:25]=[CH:24][CH:23]=1, predict the reaction product. The product is: [CH2:21]([N:28]1[CH2:33][CH2:32][C@@H:31]([CH3:34])[C@@H:30]([N:35]([CH3:36])[C:2]2[C:3]3[CH:10]=[CH:9][N:8]([S:11]([CH3:14])(=[O:13])=[O:12])[C:4]=3[N:5]=[CH:6][N:7]=2)[CH2:29]1)[C:22]1[CH:23]=[CH:24][CH:25]=[CH:26][CH:27]=1. (4) Given the reactants [NH:1]1[C:7]2[CH:8]=[CH:9][CH:10]=[CH:11][C:6]=2[CH2:5][CH2:4][CH2:3][CH:2]1[CH2:12][NH2:13].[C:14](OCC)(=[O:20])[C:15](OCC)=[O:16], predict the reaction product. The product is: [C:14]1(=[O:20])[N:1]2[C:7]3[CH:8]=[CH:9][CH:10]=[CH:11][C:6]=3[CH2:5][CH2:4][CH2:3][CH:2]2[CH2:12][NH:13][C:15]1=[O:16]. (5) Given the reactants [CH2:1]([C:5]1[C:9]([CH2:10][O:11][C:12]2[N:17]=[N:16][C:15]([C:18](O)=[O:19])=[CH:14][CH:13]=2)=[C:8]([CH3:21])[O:7][N:6]=1)[CH2:2][CH2:3][CH3:4].C(N1C=CN=C1)([N:24]1C=CN=C1)=O.[OH-].[NH4+], predict the reaction product. The product is: [CH2:1]([C:5]1[C:9]([CH2:10][O:11][C:12]2[N:17]=[N:16][C:15]([C:18]([NH2:24])=[O:19])=[CH:14][CH:13]=2)=[C:8]([CH3:21])[O:7][N:6]=1)[CH2:2][CH2:3][CH3:4]. (6) Given the reactants [Cl:1][C:2]1[CH:19]=[CH:18][C:5]2[NH:6][C:7](=[O:17])[CH2:8][N:9]=[C:10]([C:11]3[CH:16]=[CH:15][CH:14]=[CH:13][CH:12]=3)[C:4]=2[CH:3]=1.Br[CH2:21][C:22]1[CH:27]=[CH:26][CH:25]=[CH:24][CH:23]=1, predict the reaction product. The product is: [CH2:21]([N:6]1[C:5]2[CH:18]=[CH:19][C:2]([Cl:1])=[CH:3][C:4]=2[C:10]([C:11]2[CH:16]=[CH:15][CH:14]=[CH:13][CH:12]=2)=[N:9][CH2:8][C:7]1=[O:17])[C:22]1[CH:27]=[CH:26][CH:25]=[CH:24][CH:23]=1.